Task: Predict the reactants needed to synthesize the given product.. Dataset: Full USPTO retrosynthesis dataset with 1.9M reactions from patents (1976-2016) (1) The reactants are: C1C(CC2C=CC(N=C=[O:16])=CC=2)=CC=C(N=C=O)C=1.[CH3:20][C:21]([NH:24][CH2:25][CH:26]([OH:36])[C:27]1[CH:32]=[CH:31][C:30]([OH:33])=[C:29]([CH2:34][OH:35])[CH:28]=1)([CH3:23])[CH3:22].[CH3:37][CH:38]([N+:40]1([CH3:60])[C@@H:44]2[CH2:45][C@@H:46]([O:48][C:49]([CH:51]([C:54]3[CH:55]=[CH:56][CH:57]=[CH:58][CH:59]=3)[CH2:52][OH:53])=[O:50])[CH2:47][C@H:41]1[CH2:42][CH2:43]2)[CH3:39].O.[Br-:62].C(F)(C(F)(F)F)C(F)(F)F. Given the product [CH3:23][C:21]([NH:24][CH2:25][CH:26]([OH:36])[C:27]1[CH:32]=[CH:31][C:30]([OH:33])=[C:29]([CH2:34][OH:35])[CH:28]=1)([CH3:20])[CH3:22].[CH3:39][CH:38]([N+:40]1([CH3:60])[C@@H:44]2[CH2:45][C@@H:46]([O:48][C:49]([CH:51]([C:54]3[CH:55]=[CH:56][CH:57]=[CH:58][CH:59]=3)[CH2:52][OH:53])=[O:50])[CH2:47][C@H:41]1[CH2:42][CH2:43]2)[CH3:37].[OH2:16].[Br-:62], predict the reactants needed to synthesize it. (2) The reactants are: Cl[CH2:2][C:3]1[CH:8]=[CH:7][C:6]([CH2:9][NH:10][C:11](=[O:13])[CH3:12])=[CH:5][CH:4]=1.[CH2:14]([O:16][C:17]1[CH:22]=[C:21]([O:23][CH2:24][CH3:25])[N:20]=[C:19]([N:26]2[CH2:31][CH2:30][NH:29][CH2:28][CH2:27]2)[N:18]=1)[CH3:15].C(=O)([O-])[O-].[K+].[K+].O. Given the product [CH2:24]([O:23][C:21]1[CH:22]=[C:17]([O:16][CH2:14][CH3:15])[N:18]=[C:19]([N:26]2[CH2:31][CH2:30][N:29]([CH2:2][C:3]3[CH:8]=[CH:7][C:6]([CH2:9][NH:10][C:11](=[O:13])[CH3:12])=[CH:5][CH:4]=3)[CH2:28][CH2:27]2)[N:20]=1)[CH3:25], predict the reactants needed to synthesize it.